From a dataset of Drug-target binding data from BindingDB using Kd measurements. Regression. Given a target protein amino acid sequence and a drug SMILES string, predict the binding affinity score between them. We predict pKd (pKd = -log10(Kd in M); higher means stronger binding). Dataset: bindingdb_kd. The drug is Cc1cccc(C(=O)Nc2cc([N+](=O)[O-])ccc2N2CCN(C)CC2)c1Cl. The target protein (P61964) has sequence MATEEKKPETEAARAQPTPSSSATQSKPTPVKPNYALKFTLAGHTKAVSSVKFSPNGEWLASSSADKLIKIWGAYDGKFEKTISGHKLGISDVAWSSDSNLLVSASDDKTLKIWDVSSGKCLKTLKGHSNYVFCCNFNPQSNLIVSGSFDESVRIWDVKTGKCLKTLPAHSDPVSAVHFNRDGSLIVSSSYDGLCRIWDTASGQCLKTLIDDDNPPVSFVKFSPNGKYILAATLDNTLKLWDYSKGKCLKTYTGHKNEKYCIFANFSVTGGKWIVSGSEDNLVYIWNLQTKEIVQKLQGHTDVVISTACHPTENIIASAALENDKTIKLWKSDC. The pKd is 6.0.